Dataset: Peptide-MHC class I binding affinity with 185,985 pairs from IEDB/IMGT. Task: Regression. Given a peptide amino acid sequence and an MHC pseudo amino acid sequence, predict their binding affinity value. This is MHC class I binding data. (1) The peptide sequence is YFVASFRLF. The MHC is HLA-A24:02 with pseudo-sequence HLA-A24:02. The binding affinity (normalized) is 1.00. (2) The MHC is HLA-A30:01 with pseudo-sequence HLA-A30:01. The binding affinity (normalized) is 0.0847. The peptide sequence is SSEADCFTY. (3) The peptide sequence is GTIIVHPNK. The MHC is HLA-A23:01 with pseudo-sequence HLA-A23:01. The binding affinity (normalized) is 0.0847. (4) The peptide sequence is RLPGPSDT. The MHC is HLA-A68:02 with pseudo-sequence HLA-A68:02. The binding affinity (normalized) is 0. (5) The peptide sequence is RLSILSKDK. The MHC is HLA-A11:01 with pseudo-sequence HLA-A11:01. The binding affinity (normalized) is 0.344. (6) The peptide sequence is RLRDLLLIVTR. The MHC is HLA-A02:03 with pseudo-sequence HLA-A02:03. The binding affinity (normalized) is 0.0442.